Dataset: Reaction yield outcomes from USPTO patents with 853,638 reactions. Task: Predict the reaction yield, written as a fraction of the theoretical maximum amount of product (1.0 means a 100% yield; for example, 0.34 means a 34% yield). The reactants are [C:1]([C:3]1[C:4]([CH2:18][C:19]2[CH:28]=[C:27]3[C:22]([CH:23]=[CH:24][N:25]=[CH:26]3)=[CH:21][CH:20]=2)=[C:5]([C:14]([O:16]C)=[O:15])[S:6][C:7]=1[N:8]1[CH2:13][CH2:12][O:11][CH2:10][CH2:9]1)#[N:2].O1CCCC1.[OH-].[Na+].O.CO.C(O)(=O)C. No catalyst specified. The product is [C:1]([C:3]1[C:4]([CH2:18][C:19]2[CH:28]=[C:27]3[C:22]([CH:23]=[CH:24][N:25]=[CH:26]3)=[CH:21][CH:20]=2)=[C:5]([C:14]([OH:16])=[O:15])[S:6][C:7]=1[N:8]1[CH2:9][CH2:10][O:11][CH2:12][CH2:13]1)#[N:2]. The yield is 0.603.